From a dataset of Catalyst prediction with 721,799 reactions and 888 catalyst types from USPTO. Predict which catalyst facilitates the given reaction. (1) Reactant: [NH2:1][C:2]1[CH:3]=[CH:4][C:5]([O:19][CH2:20][CH2:21][CH3:22])=[C:6]([C:8]2[NH:13][C:12](=[O:14])[C:11]([CH2:15][CH3:16])=[C:10]([CH2:17][CH3:18])[N:9]=2)[CH:7]=1.[CH3:23][C:24](=O)[CH2:25][CH2:26][C:27](=O)[CH3:28].C(O)(=O)C. Product: [CH3:28][C:27]1[N:1]([C:2]2[CH:3]=[CH:4][C:5]([O:19][CH2:20][CH2:21][CH3:22])=[C:6]([C:8]3[NH:13][C:12](=[O:14])[C:11]([CH2:15][CH3:16])=[C:10]([CH2:17][CH3:18])[N:9]=3)[CH:7]=2)[C:24]([CH3:23])=[CH:25][CH:26]=1. The catalyst class is: 8. (2) Reactant: C([O:4][C:5]1[CH:10]=[C:9]([N+:11]([O-:13])=[O:12])[CH:8]=[CH:7][C:6]=1[CH2:14]Br)(=O)C.C([O-])([O-])=[O:17].[Ca+2]. Product: [OH:4][C:5]1[CH:10]=[C:9]([N+:11]([O-:13])=[O:12])[CH:8]=[CH:7][C:6]=1[CH2:14][OH:17]. The catalyst class is: 38.